From a dataset of Catalyst prediction with 721,799 reactions and 888 catalyst types from USPTO. Predict which catalyst facilitates the given reaction. Reactant: [F:1][C:2]1[CH:3]=[C:4]([C:9]2[CH:14]=[CH:13][CH:12]=[C:11]([O:15][CH3:16])[CH:10]=2)[CH:5]=[CH:6][C:7]=1[CH3:8].[Br:17]N1C(=O)CCC1=O.C(OOC(=O)C1C=CC=CC=1)(=O)C1C=CC=CC=1. Product: [Br:17][CH2:8][C:7]1[CH:6]=[CH:5][C:4]([C:9]2[CH:14]=[CH:13][CH:12]=[C:11]([O:15][CH3:16])[CH:10]=2)=[CH:3][C:2]=1[F:1]. The catalyst class is: 22.